This data is from Catalyst prediction with 721,799 reactions and 888 catalyst types from USPTO. The task is: Predict which catalyst facilitates the given reaction. (1) Reactant: [CH3:1][C:2](C)(C)[C:3]([NH2:5])=O.[Cl:8][C:9]1[CH:14]=[CH:13][CH:12]=[C:11]([O:15]C)[N:10]=1.C([Li])CCC.BrCCBr.C(OCCCC)(=O)C=C. Product: [NH:10]1[C:9]2[C:14](=[CH:1][CH:2]=[CH:3][N:5]=2)[CH2:13][CH2:12][C:11]1=[O:15].[ClH:8]. The catalyst class is: 45. (2) Reactant: [Cl-].O[NH3+:3].[C:4](=[O:7])([O-])[OH:5].[Na+].CS(C)=O.[CH2:13]([C:17]1[N:18]=[C:19]([CH:48]([CH3:50])[CH3:49])[N:20]([C:39]2[CH:40]=[CH:41][C:42]3[O:46][CH2:45][CH2:44][C:43]=3[CH:47]=2)[C:21](=[O:38])[C:22]=1[CH2:23][C:24]1[CH:29]=[CH:28][C:27]([C:30]2[C:31]([C:36]#[N:37])=[CH:32][CH:33]=[CH:34][CH:35]=2)=[CH:26][CH:25]=1)[CH2:14][CH2:15][CH3:16]. Product: [CH2:13]([C:17]1[N:18]=[C:19]([CH:48]([CH3:49])[CH3:50])[N:20]([C:39]2[CH:40]=[CH:41][C:42]3[O:46][CH2:45][CH2:44][C:43]=3[CH:47]=2)[C:21](=[O:38])[C:22]=1[CH2:23][C:24]1[CH:29]=[CH:28][C:27]([C:30]2[CH:35]=[CH:34][CH:33]=[CH:32][C:31]=2[C:36]2[NH:3][C:4](=[O:7])[O:5][N:37]=2)=[CH:26][CH:25]=1)[CH2:14][CH2:15][CH3:16]. The catalyst class is: 13. (3) Reactant: [C:1]([O:5][C:6]([N:8]1[CH2:12][CH2:11][C@H:10]([O:13][Si:14]([C:17]([CH3:20])([CH3:19])[CH3:18])([CH3:16])[CH3:15])[C@H:9]1[C@H:21]([N:23]=[N+]=[N-])[CH3:22])=[O:7])([CH3:4])([CH3:3])[CH3:2]. Product: [C:1]([O:5][C:6]([N:8]1[CH2:12][CH2:11][C@H:10]([O:13][Si:14]([C:17]([CH3:20])([CH3:19])[CH3:18])([CH3:16])[CH3:15])[C@@H:9]1[C@H:21]([NH2:23])[CH3:22])=[O:7])([CH3:4])([CH3:3])[CH3:2]. The catalyst class is: 515. (4) Reactant: [Cl:1][C:2]1[CH:7]=[CH:6][C:5]([C:8]2[CH:9]=[C:10]3[C:16]([C:17]([C:19]4[C:20]([F:33])=[C:21]([NH:26][S:27]([CH2:30][CH2:31][CH3:32])(=[O:29])=[O:28])[CH:22]=[CH:23][C:24]=4[F:25])=[O:18])=[CH:15][NH:14][C:11]3=[N:12][CH:13]=2)=[CH:4][CH:3]=1.C(N(CC)CC)C.Cl.[C:42](Cl)(=[O:49])[C:43]1[CH:48]=[CH:47][CH:46]=[N:45][CH:44]=1. Product: [Cl:1][C:2]1[CH:7]=[CH:6][C:5]([C:8]2[CH:9]=[C:10]3[C:16]([C:17]([C:19]4[C:20]([F:33])=[C:21]([N:26]([S:27]([CH2:30][CH2:31][CH3:32])(=[O:28])=[O:29])[C:42](=[O:49])[C:43]5[CH:48]=[CH:47][CH:46]=[N:45][CH:44]=5)[CH:22]=[CH:23][C:24]=4[F:25])=[O:18])=[CH:15][NH:14][C:11]3=[N:12][CH:13]=2)=[CH:4][CH:3]=1. The catalyst class is: 22.